Dataset: Full USPTO retrosynthesis dataset with 1.9M reactions from patents (1976-2016). Task: Predict the reactants needed to synthesize the given product. (1) The reactants are: [C:1]([C:3]1[CH:11]=[C:10]([C:12]([OH:14])=[O:13])[C:9]([CH3:15])=[C:8]2[C:4]=1[C:5]1[CH2:19][CH2:18][O:17][C:16]([CH2:23][C:24]([O:26]CC)=[O:25])([CH2:20][CH2:21][CH3:22])[C:6]=1[NH:7]2)#[N:2].[OH-].[Na+].Cl. Given the product [C:24]([CH2:23][C:16]1([CH2:20][CH2:21][CH3:22])[C:6]2[NH:7][C:8]3[C:4]([C:5]=2[CH2:19][CH2:18][O:17]1)=[C:3]([C:1]#[N:2])[CH:11]=[C:10]([C:12]([OH:14])=[O:13])[C:9]=3[CH3:15])([OH:26])=[O:25], predict the reactants needed to synthesize it. (2) Given the product [CH3:1][N:2]1[CH:15]([CH3:16])[CH2:14][C:5]2[N:6]([CH2:27][CH:26]([C:23]3[CH:22]=[N:21][C:20]([CH3:19])=[CH:25][CH:24]=3)[CH3:28])[C:7]3[CH:8]=[CH:9][C:10]([CH3:13])=[CH:11][C:12]=3[C:4]=2[CH2:3]1, predict the reactants needed to synthesize it. The reactants are: [CH3:1][N:2]1[CH:15]([CH3:16])[CH2:14][C:5]2[NH:6][C:7]3[CH:8]=[CH:9][C:10]([CH3:13])=[CH:11][C:12]=3[C:4]=2[CH2:3]1.[OH-].[K+].[CH3:19][C:20]1[CH:25]=[CH:24][C:23]([C:26]([CH3:28])=[CH2:27])=[CH:22][N:21]=1.O.